Task: Regression. Given a peptide amino acid sequence and an MHC pseudo amino acid sequence, predict their binding affinity value. This is MHC class II binding data.. Dataset: Peptide-MHC class II binding affinity with 134,281 pairs from IEDB (1) The peptide sequence is SMQKTIPLVALTLTS. The MHC is DRB1_1301 with pseudo-sequence DRB1_1301. The binding affinity (normalized) is 0.683. (2) The peptide sequence is GKLIHEWCCRSCTLP. The MHC is DRB1_0802 with pseudo-sequence DRB1_0802. The binding affinity (normalized) is 0.179. (3) The peptide sequence is HFLLRGPFEASWAIK. The MHC is H-2-IAb with pseudo-sequence H-2-IAb. The binding affinity (normalized) is 0.684. (4) The binding affinity (normalized) is 0.539. The MHC is HLA-DQA10201-DQB10402 with pseudo-sequence HLA-DQA10201-DQB10402. The peptide sequence is QSTFLGASQRGVGVA. (5) The peptide sequence is IGITDRDFI. The MHC is HLA-DQA10501-DQB10302 with pseudo-sequence HLA-DQA10501-DQB10302. The binding affinity (normalized) is 0.